Dataset: Forward reaction prediction with 1.9M reactions from USPTO patents (1976-2016). Task: Predict the product of the given reaction. (1) Given the reactants [CH:1]1(Br)[CH2:6][CH2:5][CH2:4][CH2:3][CH2:2]1.[N-:8]=[N+:9]=[N-:10].[Na+].CS(C)=O, predict the reaction product. The product is: [CH:1]1([N:8]=[N+:9]=[N-:10])[CH2:6][CH2:5][CH2:4][CH2:3][CH2:2]1. (2) Given the reactants [F:1][C:2]([F:9])([F:8])/[CH:3]=[CH:4]/[C:5](O)=[O:6].C(Cl)(=O)C(Cl)=O.Cl.[N:17]1[C:26]2[C:21](=[CH:22][CH:23]=[CH:24][CH:25]=2)[CH:20]=[CH:19][C:18]=1[NH:27][CH2:28][CH2:29][NH2:30].C(N(CC)CC)C, predict the reaction product. The product is: [F:1][C:2]([F:9])([F:8])/[CH:3]=[CH:4]/[C:5]([NH:30][CH2:29][CH2:28][NH:27][C:18]1[CH:19]=[CH:20][C:21]2[C:26](=[CH:25][CH:24]=[CH:23][CH:22]=2)[N:17]=1)=[O:6].